From a dataset of Full USPTO retrosynthesis dataset with 1.9M reactions from patents (1976-2016). Predict the reactants needed to synthesize the given product. (1) The reactants are: [Cl:1][C:2]1[CH:34]=[CH:33][CH:32]=[CH:31][C:3]=1[C:4]([NH:6][C:7](=[O:30])[NH:8][C:9]1[S:10][C:11]2[CH:17]=[C:16]([S:18]([CH2:21][CH2:22][N:23]3CCCO[CH2:25][CH2:24]3)(=[O:20])=[O:19])[CH:15]=[CH:14][C:12]=2[N:13]=1)=[O:5].[Cl:35][C:36]1[CH:44]=[CH:43][C:42]([F:45])=[CH:41][C:37]=1[C:38]([NH2:40])=[O:39].[CH3:46][N:47]([CH3:53])[CH:48]1[CH2:52][CH2:51][NH:50][CH2:49]1. Given the product [Cl:1][C:2]1[CH:34]=[CH:33][CH:32]=[CH:31][C:3]=1[C:4]([NH:6][C:7](=[O:30])[NH:8][C:9]1[S:10][C:11]2[CH:17]=[C:16]([S:18]([CH2:21][CH2:22][NH:23][CH2:24][CH2:25][F:45])(=[O:20])=[O:19])[CH:15]=[CH:14][C:12]=2[N:13]=1)=[O:5].[Cl:35][C:36]1[CH:44]=[CH:43][C:42]([N:50]2[CH2:51][CH2:52][CH:48]([N:47]([CH3:53])[CH3:46])[CH2:49]2)=[CH:41][C:37]=1[C:38]([NH2:40])=[O:39], predict the reactants needed to synthesize it. (2) The reactants are: [N+:1]([C:4]1[C:12]2[CH:11]=[C:10]([C:13]([OH:15])=O)[S:9][C:8]=2[CH:7]=[CH:6][CH:5]=1)([O-:3])=[O:2].[NH2:16][C:17]1[C:18]([O:32][CH3:33])=[C:19]([NH:27][S:28]([CH3:31])(=[O:30])=[O:29])[CH:20]=[C:21]([C:23]([CH3:26])([CH3:25])[CH3:24])[CH:22]=1.C(Cl)CCl.C1C=CC2N(O)N=NC=2C=1. Given the product [C:23]([C:21]1[CH:20]=[C:19]([NH:27][S:28]([CH3:31])(=[O:30])=[O:29])[C:18]([O:32][CH3:33])=[C:17]([NH:16][C:13]([C:10]2[S:9][C:8]3[CH:7]=[CH:6][CH:5]=[C:4]([N+:1]([O-:3])=[O:2])[C:12]=3[CH:11]=2)=[O:15])[CH:22]=1)([CH3:26])([CH3:24])[CH3:25], predict the reactants needed to synthesize it. (3) Given the product [F:38][C:2]([F:1])([F:37])[C:3]1[CH:4]=[CH:5][C:6]([O:9][C:10]2[CH:11]=[CH:12][C:13]([O:16][C:17]([N:19]3[CH2:24][CH2:23][CH:22]([O:25][C:26]4[CH:31]=[CH:30][C:29]([CH2:32][C:33]([OH:35])=[O:34])=[CH:28][CH:27]=4)[CH2:21][CH2:20]3)=[O:18])=[CH:14][CH:15]=2)=[N:7][CH:8]=1, predict the reactants needed to synthesize it. The reactants are: [F:1][C:2]([F:38])([F:37])[C:3]1[CH:4]=[CH:5][C:6]([O:9][C:10]2[CH:15]=[CH:14][C:13]([O:16][C:17]([N:19]3[CH2:24][CH2:23][CH:22]([O:25][C:26]4[CH:31]=[CH:30][C:29]([CH2:32][C:33]([O:35]C)=[O:34])=[CH:28][CH:27]=4)[CH2:21][CH2:20]3)=[O:18])=[CH:12][CH:11]=2)=[N:7][CH:8]=1. (4) Given the product [CH2:1]([C@@H:8]([C@@H:21]([OH:50])[CH2:22][C@H:23]([CH2:37][C:38]1[CH:43]=[CH:42][C:41]([C:44]2[CH:49]=[CH:48][CH:47]=[CH:46][N:45]=2)=[CH:40][CH:39]=1)[NH:24][C:25](=[O:36])[C@H:26]([C:32]([CH3:35])([CH3:34])[CH3:33])[NH:27][C:28](=[O:31])[O:29][CH3:30])[NH:9][C:10](=[O:20])[C@@H:11]([NH:15][C:16](=[O:19])[O:17][CH3:18])[CH2:12][S:53]([CH3:57])(=[O:55])=[O:52])[C:2]1[CH:3]=[CH:4][CH:5]=[CH:6][CH:7]=1, predict the reactants needed to synthesize it. The reactants are: [CH2:1]([C@@H:8]([C@@H:21]([OH:50])[CH2:22][C@H:23]([CH2:37][C:38]1[CH:43]=[CH:42][C:41]([C:44]2[CH:49]=[CH:48][CH:47]=[CH:46][N:45]=2)=[CH:40][CH:39]=1)[NH:24][C:25](=[O:36])[C@H:26]([C:32]([CH3:35])([CH3:34])[CH3:33])[NH:27][C:28](=[O:31])[O:29][CH3:30])[NH:9][C:10](=[O:20])[C@@H:11]([NH:15][C:16](=[O:19])[O:17][CH3:18])[CH2:12]SC)[C:2]1[CH:7]=[CH:6][CH:5]=[CH:4][CH:3]=1.O[O:52][S:53]([O-:55])=O.[K+].[CH3:57]O. (5) Given the product [Br:26][C:27]1[C:28]([NH:34][CH2:35][C:36]([O-:38])=[O:37])=[N:29][CH:30]=[C:31]([Br:33])[N:32]=1.[Na+:42], predict the reactants needed to synthesize it. The reactants are: C(N1C2=NC(C3C(C)=NC(C4NC=NN=4)=CC=3)=CN=C2NCC1=O)C.[Br:26][C:27]1[C:28]([NH:34][CH2:35][C:36]([O:38]CC)=[O:37])=[N:29][CH:30]=[C:31]([Br:33])[N:32]=1.[OH-].[Na+:42].O. (6) Given the product [CH2:1]([C@@H:8]1[CH2:13][NH:12][CH2:11][CH2:10][N:9]1[C:14]([C:16]1[NH:20][C:19]([CH2:21][OH:22])=[C:18]([C:23]2[CH:28]=[CH:27][CH:26]=[C:25]([Br:29])[CH:24]=2)[C:17]=1[C:30]1[CH:35]=[CH:34][CH:33]=[CH:32][CH:31]=1)=[O:15])[C:2]1[CH:3]=[CH:4][CH:5]=[CH:6][CH:7]=1, predict the reactants needed to synthesize it. The reactants are: [CH2:1]([C@@H:8]1[CH2:13][NH:12][CH2:11][CH2:10][N:9]1[C:14]([C:16]1[NH:20][C:19]([CH:21]=[O:22])=[C:18]([C:23]2[CH:28]=[CH:27][CH:26]=[C:25]([Br:29])[CH:24]=2)[C:17]=1[C:30]1[CH:35]=[CH:34][CH:33]=[CH:32][CH:31]=1)=[O:15])[C:2]1[CH:7]=[CH:6][CH:5]=[CH:4][CH:3]=1.[BH4-].[Na+].[Cl-].[NH4+].C(=O)([O-])[O-].[K+].[K+].